Predict which catalyst facilitates the given reaction. From a dataset of Catalyst prediction with 721,799 reactions and 888 catalyst types from USPTO. (1) Reactant: [CH3:1][N:2]([C@@H:10]([CH3:39])[C:11]([NH:13][C@H:14]([C:18]([N:20]1[CH2:25][CH2:24][NH:23][CH2:22][C@H:21]1[C:26]([NH:28][C@H:29]1[C:38]2[C:33](=[CH:34][CH:35]=[CH:36][CH:37]=2)[CH2:32][CH2:31][CH2:30]1)=[O:27])=[O:19])[CH:15]([CH3:17])[CH3:16])=[O:12])[C:3](=[O:9])[O:4][C:5]([CH3:8])([CH3:7])[CH3:6].[CH:40](=O)[CH:41]([CH3:43])[CH3:42].[BH-](OC(C)=O)(OC(C)=O)OC(C)=O.[Na+]. Product: [CH2:40]([N:23]1[CH2:24][CH2:25][N:20]([C:18]([C@@H:14]([NH:13][C:11](=[O:12])[C@@H:10]([N:2]([CH3:1])[C:3](=[O:9])[O:4][C:5]([CH3:7])([CH3:8])[CH3:6])[CH3:39])[CH:15]([CH3:17])[CH3:16])=[O:19])[C@H:21]([C:26]([NH:28][C@H:29]2[C:38]3[C:33](=[CH:34][CH:35]=[CH:36][CH:37]=3)[CH2:32][CH2:31][CH2:30]2)=[O:27])[CH2:22]1)[CH:41]([CH3:43])[CH3:42]. The catalyst class is: 279. (2) Reactant: [NH2:1][C:2]1[CH:3]=[N:4][CH:5]=[CH:6][C:7]=1[N:8]1[CH2:13][CH2:12][CH2:11][C@H:10]([NH:14][C:15](=[O:21])[O:16][C:17]([CH3:20])([CH3:19])[CH3:18])[CH2:9]1.[C:22]([O:26][C:27]([NH:29][C:30]1[O:38][C:37]2[C:32](=[N:33][CH:34]=[C:35]([CH2:39][CH3:40])[CH:36]=2)[C:31]=1[C:41](O)=[O:42])=[O:28])([CH3:25])([CH3:24])[CH3:23].CN(C(ON1N=NC2C=CC=NC1=2)=[N+](C)C)C.F[P-](F)(F)(F)(F)F.CCN(C(C)C)C(C)C. Product: [C:22]([O:26][C:27]([NH:29][C:30]1[O:38][C:37]2[C:32](=[N:33][CH:34]=[C:35]([CH2:39][CH3:40])[CH:36]=2)[C:31]=1[C:41]([NH:1][C:2]1[CH:3]=[N:4][CH:5]=[CH:6][C:7]=1[N:8]1[CH2:13][CH2:12][CH2:11][C@H:10]([NH:14][C:15](=[O:21])[O:16][C:17]([CH3:18])([CH3:20])[CH3:19])[CH2:9]1)=[O:42])=[O:28])([CH3:24])([CH3:23])[CH3:25]. The catalyst class is: 26.